From a dataset of Catalyst prediction with 721,799 reactions and 888 catalyst types from USPTO. Predict which catalyst facilitates the given reaction. (1) Reactant: [CH3:1][O:2][C:3](=[O:25])/[CH:4]=[CH:5]/[C:6]1[C:7]([O:23][CH3:24])=[C:8]2[C:12](=[C:13]([F:15])[CH:14]=1)[N:11]([CH2:16][CH3:17])[CH:10]=[C:9]2[CH2:18][C:19]([NH:21][CH3:22])=[O:20].[CH3:26]O. The catalyst class is: 45. Product: [CH3:22][N:21]([CH3:26])[C:19](=[O:20])[CH2:18][C:9]1[C:8]2[C:12](=[C:13]([F:15])[CH:14]=[C:6]([CH2:5][CH2:4][C:3]([O:2][CH3:1])=[O:25])[C:7]=2[O:23][CH3:24])[N:11]([CH2:16][CH3:17])[CH:10]=1. (2) Reactant: Cl[C:2]1[N:7]2[N:8]=[C:9]([NH2:11])[N:10]=[C:6]2[C:5]([O:12][CH3:13])=[CH:4][N:3]=1.[CH3:14][O-:15].[Na+].CO. Product: [CH3:14][O:15][C:2]1[N:7]2[N:8]=[C:9]([NH2:11])[N:10]=[C:6]2[C:5]([O:12][CH3:13])=[CH:4][N:3]=1. The catalyst class is: 10.